Dataset: Reaction yield outcomes from USPTO patents with 853,638 reactions. Task: Predict the reaction yield, written as a fraction of the theoretical maximum amount of product (1.0 means a 100% yield; for example, 0.34 means a 34% yield). The reactants are [F:1][C:2]1[CH:27]=[CH:26][CH:25]=[C:24]([F:28])[C:3]=1[CH2:4][N:5]1[C:9]2[CH:10]=[CH:11][CH:12]=[C:13]([O:14]C)[C:8]=2[N:7]=[C:6]1[C:16]1[C:21]([F:22])=[CH:20][CH:19]=[CH:18][C:17]=1[F:23].Br. The catalyst is [Br-].C([N+](C)(C)C)CCCCCCCCCCCCCCC.C(O)(=O)C. The product is [F:1][C:2]1[CH:27]=[CH:26][CH:25]=[C:24]([F:28])[C:3]=1[CH2:4][N:5]1[C:9]2[CH:10]=[CH:11][CH:12]=[C:13]([OH:14])[C:8]=2[N:7]=[C:6]1[C:16]1[C:17]([F:23])=[CH:18][CH:19]=[CH:20][C:21]=1[F:22]. The yield is 0.860.